This data is from Catalyst prediction with 721,799 reactions and 888 catalyst types from USPTO. The task is: Predict which catalyst facilitates the given reaction. Reactant: Br[C:2]1[CH:3]=[C:4]2[C:9](=[CH:10][CH:11]=1)[C:8](=[O:12])[NH:7][N:6]=[C:5]2[Cl:13].[C:14]1([N:20]2[CH2:25][CH2:24][NH:23][CH2:22][CH2:21]2)[CH:19]=[CH:18][CH:17]=[CH:16][CH:15]=1.C1C=CC(P(C2C(C3C(P(C4C=CC=CC=4)C4C=CC=CC=4)=CC=C4C=3C=CC=C4)=C3C(C=CC=C3)=CC=2)C2C=CC=CC=2)=CC=1.CC([O-])(C)C.[Na+]. Product: [Cl:13][C:5]1[C:4]2[C:9](=[CH:10][CH:11]=[C:2]([N:23]3[CH2:24][CH2:25][N:20]([C:14]4[CH:19]=[CH:18][CH:17]=[CH:16][CH:15]=4)[CH2:21][CH2:22]3)[CH:3]=2)[C:8](=[O:12])[NH:7][N:6]=1. The catalyst class is: 686.